Dataset: Full USPTO retrosynthesis dataset with 1.9M reactions from patents (1976-2016). Task: Predict the reactants needed to synthesize the given product. (1) The reactants are: [CH2:1]([O:3][C:4]([C:6]1([NH:11][C:12]([CH:14]2[CH2:18][CH:17]([O:19][C:20]3[C:29]4[C:24](=[C:25]([CH3:32])[C:26]([O:30][CH3:31])=[CH:27][CH:28]=4)[N:23]=[C:22]([C:33]4[CH:38]=[CH:37][CH:36]=[C:35]([F:39])[CH:34]=4)[N:21]=3)[CH2:16][CH:15]2[C:40]([OH:42])=O)=[O:13])[CH2:8][CH:7]1[CH:9]=[CH2:10])=[O:5])[CH3:2].Cl.[CH2:44]([NH:50][CH3:51])[CH2:45][CH2:46][CH2:47][CH:48]=[CH2:49].CCN(C(C)C)C(C)C.CN(C(ON1N=NC2C=CC=NC1=2)=[N+](C)C)C.F[P-](F)(F)(F)(F)F. Given the product [CH2:1]([O:3][C:4]([C:6]1([NH:11][C:12]([CH:14]2[CH2:18][CH:17]([O:19][C:20]3[C:29]4[C:24](=[C:25]([CH3:32])[C:26]([O:30][CH3:31])=[CH:27][CH:28]=4)[N:23]=[C:22]([C:33]4[CH:38]=[CH:37][CH:36]=[C:35]([F:39])[CH:34]=4)[N:21]=3)[CH2:16][CH:15]2[C:40](=[O:42])[N:50]([CH2:44][CH2:45][CH2:46][CH2:47][CH:48]=[CH2:49])[CH3:51])=[O:13])[CH2:8][CH:7]1[CH:9]=[CH2:10])=[O:5])[CH3:2], predict the reactants needed to synthesize it. (2) The reactants are: Cl[C:2]1[N:7]=[C:6]([NH:8][CH2:9][C:10]([N:12]([CH:14]2[CH2:19][CH2:18][N:17]([CH2:20][CH:21]3[CH2:23][CH2:22]3)[CH2:16][CH2:15]2)[CH3:13])=[O:11])[C:5]([CH3:24])=[CH:4][N:3]=1.[CH3:25][O:26][C:27]1[CH:34]=[CH:33][C:30]([CH2:31][NH2:32])=[CH:29][CH:28]=1.C(N(C(C)C)CC)(C)C. Given the product [CH:21]1([CH2:20][N:17]2[CH2:18][CH2:19][CH:14]([N:12]([CH3:13])[C:10](=[O:11])[CH2:9][NH:8][C:6]3[C:5]([CH3:24])=[CH:4][N:3]=[C:2]([NH:32][CH2:31][C:30]4[CH:33]=[CH:34][C:27]([O:26][CH3:25])=[CH:28][CH:29]=4)[N:7]=3)[CH2:15][CH2:16]2)[CH2:23][CH2:22]1, predict the reactants needed to synthesize it. (3) Given the product [F:29][C:27]([F:28])([F:30])[C:19]1[CH:18]=[C:17]([C@H:15]([O:14][C@H:11]2[O:12][CH2:13][C@@H:7]3[CH2:6][N:5]([CH2:4][C:3]4[O:38][C:41](=[O:45])[NH:40][N:39]=4)[CH2:9][C@H:8]3[C@@H:10]2[C:31]2[CH:32]=[CH:33][C:34]([F:37])=[CH:35][CH:36]=2)[CH3:16])[CH:22]=[C:21]([C:23]([F:26])([F:24])[F:25])[CH:20]=1, predict the reactants needed to synthesize it. The reactants are: CO[C:3](=[O:38])[CH2:4][N:5]1[CH2:9][C@H:8]2[C@H:10]([C:31]3[CH:36]=[CH:35][C:34]([F:37])=[CH:33][CH:32]=3)[C@@H:11]([O:14][C@@H:15]([C:17]3[CH:22]=[C:21]([C:23]([F:26])([F:25])[F:24])[CH:20]=[C:19]([C:27]([F:30])([F:29])[F:28])[CH:18]=3)[CH3:16])[O:12][CH2:13][C@@H:7]2[CH2:6]1.[NH2:39][NH2:40].[CH2:41]([OH:45])CCC. (4) The reactants are: [CH2:1]([N:3]([CH2:39][CH3:40])[C:4]([C:6]1[CH:11]=[CH:10][C:9]([CH:12]([C:31]2[CH:36]=[CH:35][CH:34]=[C:33]([O:37][CH3:38])[CH:32]=2)[CH2:13][CH2:14][N:15]2[CH2:20][CH2:19][CH:18]([N:21]3[C:25]4[CH:26]=[CH:27][CH:28]=[CH:29][C:24]=4[NH:23][C:22]3=[O:30])[CH2:17][CH2:16]2)=[CH:8][CH:7]=1)=[O:5])[CH3:2].[H-].[Na+].[CH2:43](Br)[C:44]1[CH:49]=[CH:48][CH:47]=[CH:46][CH:45]=1.O. Given the product [CH2:39]([N:3]([CH2:1][CH3:2])[C:4]([C:6]1[CH:7]=[CH:8][C:9]([CH:12]([C:31]2[CH:36]=[CH:35][CH:34]=[C:33]([O:37][CH3:38])[CH:32]=2)[CH2:13][CH2:14][N:15]2[CH2:20][CH2:19][CH:18]([N:21]3[C:25]4[CH:26]=[CH:27][CH:28]=[CH:29][C:24]=4[N:23]([CH2:43][C:44]4[CH:49]=[CH:48][CH:47]=[CH:46][CH:45]=4)[C:22]3=[O:30])[CH2:17][CH2:16]2)=[CH:10][CH:11]=1)=[O:5])[CH3:40], predict the reactants needed to synthesize it. (5) Given the product [NH:20]1[CH:21]=[C:17]([C:14]2[CH:15]=[CH:16][C:11]3[N:12]([CH:41]=[C:9]([C:7]([C:1]4[CH:2]=[CH:3][CH:4]=[CH:5][CH:6]=4)=[O:8])[N:10]=3)[CH:13]=2)[N:18]=[CH:19]1, predict the reactants needed to synthesize it. The reactants are: [C:1]1([C:7]([C:9]2[N:10]=[C:11]3[CH:16]=[CH:15][C:14]([C:17]4[N:18]=[CH:19][N:20](C(C5C=CC=CC=5)(C5C=CC=CC=5)C5C=CC=CC=5)[CH:21]=4)=[CH:13][N:12]3[CH:41]=2)=[O:8])[CH:6]=[CH:5][CH:4]=[CH:3][CH:2]=1. (6) Given the product [F:31][CH:32]([F:42])[C:33]1[CH:38]=[C:37]([C:10]2[CH:11]=[CH:12][C:13]3[N:19]4[CH2:20][C@H:16]([CH2:17][CH2:18]4)[N:15]([C:21]([NH:23][C:24]4[CH:29]=[N:28][CH:27]=[CH:26][N:25]=4)=[O:22])[C:14]=3[N:30]=2)[CH:36]=[CH:35][N:34]=1, predict the reactants needed to synthesize it. The reactants are: P([O-])([O-])([O-])=O.[K+].[K+].[K+].Cl[C:10]1[CH:11]=[CH:12][C:13]2[N:19]3[CH2:20][C@H:16]([CH2:17][CH2:18]3)[N:15]([C:21]([NH:23][C:24]3[CH:29]=[N:28][CH:27]=[CH:26][N:25]=3)=[O:22])[C:14]=2[N:30]=1.[F:31][CH:32]([F:42])[C:33]1[CH:38]=[C:37](B(O)O)[CH:36]=[CH:35][N:34]=1.CC(C1C=C(C(C)C)C(C2C=CC=CC=2P(C2CCCCC2)C2CCCCC2)=C(C(C)C)C=1)C. (7) Given the product [Cl:13][C:14]1[CH:19]=[C:18]([C:2]2[C:11]3[C:6](=[CH:7][CH:8]=[CH:9][CH:10]=3)[C:5](=[O:12])[NH:4][N:3]=2)[CH:17]=[CH:16][CH:15]=1, predict the reactants needed to synthesize it. The reactants are: Cl[C:2]1[C:11]2[C:6](=[CH:7][CH:8]=[CH:9][CH:10]=2)[C:5](=[O:12])[NH:4][N:3]=1.[Cl:13][C:14]1[CH:15]=[C:16](B(O)O)[CH:17]=[CH:18][CH:19]=1.[O-]P([O-])([O-])=O.[K+].[K+].[K+].N#N.